The task is: Predict the product of the given reaction.. This data is from Forward reaction prediction with 1.9M reactions from USPTO patents (1976-2016). (1) Given the reactants [NH2:1][C:2]1[CH:3]=[CH:4][C:5]([C:8]2[CH:13]=[CH:12][C:11]([C:14]3[N:15]([C:32]4[CH:37]=[CH:36][C:35]([Cl:38])=[CH:34][CH:33]=4)[C:16](=[O:31])[C:17]4[CH:22]=[N:21][N:20]([C:23]5[CH:24]=[C:25]([CH:28]=[CH:29][CH:30]=5)[C:26]#[N:27])[C:18]=4[N:19]=3)=[CH:10][CH:9]=2)=[N:6][CH:7]=1.Cl.C(=O)([O-])[O-].[NH4+:44].[NH4+], predict the reaction product. The product is: [NH2:1][C:2]1[CH:3]=[CH:4][C:5]([C:8]2[CH:9]=[CH:10][C:11]([C:14]3[N:15]([C:32]4[CH:33]=[CH:34][C:35]([Cl:38])=[CH:36][CH:37]=4)[C:16](=[O:31])[C:17]4[CH:22]=[N:21][N:20]([C:23]5[CH:24]=[C:25]([CH:28]=[CH:29][CH:30]=5)[C:26]([NH2:44])=[NH:27])[C:18]=4[N:19]=3)=[CH:12][CH:13]=2)=[N:6][CH:7]=1. (2) Given the reactants [Br:1][C:2]1[CH:3]=[C:4]2[C:8](=[C:9]([C:11]([O:13]C)=[O:12])[CH:10]=1)[N:7](C(OC(C)(C)C)=O)[CH:6]=[C:5]2[CH:22]1[CH2:26][CH2:25][S:24](=[O:28])(=[O:27])[CH2:23]1.[Li+].[OH-].CO, predict the reaction product. The product is: [Br:1][C:2]1[CH:3]=[C:4]2[C:8](=[C:9]([C:11]([OH:13])=[O:12])[CH:10]=1)[NH:7][CH:6]=[C:5]2[CH:22]1[CH2:26][CH2:25][S:24](=[O:27])(=[O:28])[CH2:23]1. (3) Given the reactants [ClH:1].Cl.Cl.[C:4]([C:7]1[CH:8]=[C:9](/[CH:13]=[CH:14]/[CH2:15][N:16]([CH2:30][CH2:31][CH2:32][C:33]([O:35][CH2:36][CH3:37])=[O:34])[C:17]2[CH:22]=[CH:21][C:20]([O:23][CH:24]3[CH2:29][CH2:28][NH:27][CH2:26][CH2:25]3)=[CH:19][CH:18]=2)[CH:10]=[CH:11][CH:12]=1)(=[NH:6])[NH2:5].Cl.[C:39](=[NH:44])(OCC)[CH3:40].C(N(CC)CC)C.Cl, predict the reaction product. The product is: [ClH:1].[ClH:1].[ClH:1].[C:39]([N:27]1[CH2:28][CH2:29][CH:24]([O:23][C:20]2[CH:21]=[CH:22][C:17]([N:16]([CH2:30][CH2:31][CH2:32][C:33]([O:35][CH2:36][CH3:37])=[O:34])[CH2:15]/[CH:14]=[CH:13]/[C:9]3[CH:10]=[CH:11][CH:12]=[C:7]([C:4](=[NH:5])[NH2:6])[CH:8]=3)=[CH:18][CH:19]=2)[CH2:25][CH2:26]1)(=[NH:44])[CH3:40]. (4) Given the reactants [Br:1][C:2]1[CH:9]=[CH:8][C:7]([C:10]([F:13])([F:12])[F:11])=[CH:6][C:3]=1[C:4]#N.[H-].C([Al+]CC(C)C)C(C)C.CC[O:26]CC.Cl, predict the reaction product. The product is: [Br:1][C:2]1[CH:9]=[CH:8][C:7]([C:10]([F:13])([F:12])[F:11])=[CH:6][C:3]=1[CH:4]=[O:26]. (5) Given the reactants [CH2:1]([O:3][C:4]1[CH:10]=[CH:9][C:7]([NH2:8])=[C:6]([C:11]2[O:12][CH:13]=[CH:14][CH:15]=2)[CH:5]=1)[CH3:2].[CH3:16][C:17]1[O:21][N:20]=[C:19]([NH:22][C:23](=O)[O:24]C2C=CC=CC=2)[CH:18]=1, predict the reaction product. The product is: [CH2:1]([O:3][C:4]1[CH:10]=[CH:9][C:7]([NH:8][C:23]([NH:22][C:19]2[CH:18]=[C:17]([CH3:16])[O:21][N:20]=2)=[O:24])=[C:6]([C:11]2[O:12][CH:13]=[CH:14][CH:15]=2)[CH:5]=1)[CH3:2]. (6) Given the reactants C(O[AlH-](OC(C)(C)C)OC(C)(C)C)(C)(C)C.[Li+].[CH3:18][C@H:19]1[CH2:47][O:46][C@@:22]2([O:26][C@H:25]3[CH2:27][C@H:28]4[C@@H:33]5[CH2:34][CH2:35][C@@H:36]6[CH2:42][C:40](=[O:41])[CH2:39][CH2:38][C@:37]6([CH3:43])[C@H:32]5[CH2:31][CH2:30][C@:29]4([CH3:44])[C@H:24]3[C@@H:23]2[CH3:45])[CH2:21][CH2:20]1, predict the reaction product. The product is: [CH3:18][C@@H:19]1[CH2:47][O:46][C@@:22]2([O:26][C@H:25]3[CH2:27][C@H:28]4[C@@H:33]5[CH2:34][CH2:35][C@@H:36]6[CH2:42][C@H:40]([OH:41])[CH2:39][CH2:38][C@:37]6([CH3:43])[C@H:32]5[CH2:31][CH2:30][C@:29]4([CH3:44])[C@H:24]3[C@@H:23]2[CH3:45])[CH2:21][CH2:20]1. (7) Given the reactants [CH2:1]([N:8]1[CH2:13][CH2:12][CH:11]([C:14]([OH:16])=O)[CH2:10][CH2:9]1)[C:2]1[CH:7]=[CH:6][CH:5]=[CH:4][CH:3]=1.C(Cl)(=O)C([Cl:20])=O.CN(C=O)C, predict the reaction product. The product is: [CH2:1]([N:8]1[CH2:13][CH2:12][CH:11]([C:14]([Cl:20])=[O:16])[CH2:10][CH2:9]1)[C:2]1[CH:7]=[CH:6][CH:5]=[CH:4][CH:3]=1.